Dataset: Reaction yield outcomes from USPTO patents with 853,638 reactions. Task: Predict the reaction yield, written as a fraction of the theoretical maximum amount of product (1.0 means a 100% yield; for example, 0.34 means a 34% yield). (1) The reactants are Cl[C:2]([O:4][CH:5]([C:12]1[CH:17]=[CH:16][C:15]([Cl:18])=[C:14]([Cl:19])[CH:13]=1)[CH2:6][CH:7]1[CH2:11][CH2:10][CH2:9][CH2:8]1)=[O:3].CCN(C(C)C)C(C)C.[NH2:29][C:30]1[CH:35]=[CH:34][CH:33]=[CH:32][N:31]=1. The catalyst is C(Cl)Cl. The product is [N:31]1[CH:32]=[CH:33][CH:34]=[CH:35][C:30]=1[NH:29][C:2](=[O:3])[O:4][CH:5]([C:12]1[CH:17]=[CH:16][C:15]([Cl:18])=[C:14]([Cl:19])[CH:13]=1)[CH2:6][CH:7]1[CH2:11][CH2:10][CH2:9][CH2:8]1. The yield is 0.809. (2) The reactants are C[Si](C)(C)[C:3]1[CH:4]=[C:5]([CH2:9][C:10]([OH:23])([P:17](=[O:22])([O:20][CH3:21])[O:18][CH3:19])[P:11](=[O:16])([O:14][CH3:15])[O:12][CH3:13])[CH:6]=[CH:7][CH:8]=1.[I:26]Cl. The catalyst is C(O)(=O)C. The product is [I:26][C:3]1[CH:4]=[C:5]([CH2:9][C:10]([OH:23])([P:17](=[O:22])([O:20][CH3:21])[O:18][CH3:19])[P:11](=[O:16])([O:14][CH3:15])[O:12][CH3:13])[CH:6]=[CH:7][CH:8]=1. The yield is 0.810. (3) The reactants are [CH2:1]([O:15][C:16]1[C:17]2[C:25]([CH:26]=[C:27]3[CH:31]=[CH:30][S:29][C:28]=13)=[C:24]([O:32][CH2:33][CH2:34][CH2:35][CH2:36][CH2:37][CH2:38][CH2:39][CH2:40][CH2:41][CH2:42][CH2:43][CH2:44][CH2:45][CH3:46])[C:20]1[S:21][CH:22]=[CH:23][C:19]=1[CH:18]=2)[CH2:2][CH2:3][CH2:4][CH2:5][CH2:6][CH2:7][CH2:8][CH2:9][CH2:10][CH2:11][CH2:12][CH2:13][CH3:14].C([Li])CCC.[CH3:52][Sn:53](Cl)([CH3:55])[CH3:54].O. The catalyst is C1COCC1. The product is [CH3:52][Sn:53]([CH3:55])([CH3:54])[C:22]1[S:21][C:20]2[C:24]([O:32][CH2:33][CH2:34][CH2:35][CH2:36][CH2:37][CH2:38][CH2:39][CH2:40][CH2:41][CH2:42][CH2:43][CH2:44][CH2:45][CH3:46])=[C:25]3[C:17](=[CH:18][C:19]=2[CH:23]=1)[C:16]([O:15][CH2:1][CH2:2][CH2:3][CH2:4][CH2:5][CH2:6][CH2:7][CH2:8][CH2:9][CH2:10][CH2:11][CH2:12][CH2:13][CH3:14])=[C:28]1[S:29][C:30]([Sn:53]([CH3:55])([CH3:54])[CH3:52])=[CH:31][C:27]1=[CH:26]3. The yield is 0.860. (4) The catalyst is C(O)(CC)C. The product is [Si:9]([O:16][CH2:17][C@@H:18]([N:27]1[CH:32]=[CH:31][C:30]([C:33]2[CH:38]=[CH:37][N:36]=[C:35]([NH:8][C:6]3[CH:5]=[CH:4][N:3]=[C:2]([CH3:1])[N:7]=3)[N:34]=2)=[CH:29][C:28]1=[O:43])[C:19]1[CH:24]=[CH:23][C:22]([Cl:25])=[C:21]([F:26])[CH:20]=1)([C:12]([CH3:15])([CH3:13])[CH3:14])([CH3:11])[CH3:10]. The yield is 0.320. The reactants are [CH3:1][C:2]1[N:7]=[C:6]([NH2:8])[CH:5]=[CH:4][N:3]=1.[Si:9]([O:16][CH2:17][C@@H:18]([N:27]1[CH:32]=[CH:31][C:30]([C:33]2[CH:38]=[CH:37][N:36]=[C:35](S(C)(=O)=O)[N:34]=2)=[CH:29][C:28]1=[O:43])[C:19]1[CH:24]=[CH:23][C:22]([Cl:25])=[C:21]([F:26])[CH:20]=1)([C:12]([CH3:15])([CH3:14])[CH3:13])([CH3:11])[CH3:10].O. (5) The reactants are [N+:1]([C:4]1[CH:5]=[C:6]([C:10]2[S:11][C:12]3[CH:17]=[CH:16][N:15]=[CH:14][C:13]=3[N:18]=2)[CH:7]=[CH:8][CH:9]=1)([O-])=O.[NH4+].[Cl-].O. The catalyst is [Fe].CO. The product is [S:11]1[C:12]2[CH:17]=[CH:16][N:15]=[CH:14][C:13]=2[N:18]=[C:10]1[C:6]1[CH:5]=[C:4]([NH2:1])[CH:9]=[CH:8][CH:7]=1. The yield is 0.630.